From a dataset of NCI-60 drug combinations with 297,098 pairs across 59 cell lines. Regression. Given two drug SMILES strings and cell line genomic features, predict the synergy score measuring deviation from expected non-interaction effect. (1) Drug 1: COC1=NC(=NC2=C1N=CN2C3C(C(C(O3)CO)O)O)N. Cell line: CAKI-1. Synergy scores: CSS=1.16, Synergy_ZIP=-3.56, Synergy_Bliss=-5.71, Synergy_Loewe=-4.29, Synergy_HSA=-4.79. Drug 2: C1=NNC2=C1C(=O)NC=N2. (2) Drug 1: CS(=O)(=O)C1=CC(=C(C=C1)C(=O)NC2=CC(=C(C=C2)Cl)C3=CC=CC=N3)Cl. Drug 2: CC12CCC3C(C1CCC2OP(=O)(O)O)CCC4=C3C=CC(=C4)OC(=O)N(CCCl)CCCl.[Na+]. Cell line: NCI-H522. Synergy scores: CSS=1.35, Synergy_ZIP=-6.83, Synergy_Bliss=-15.4, Synergy_Loewe=-18.7, Synergy_HSA=-15.4.